This data is from Forward reaction prediction with 1.9M reactions from USPTO patents (1976-2016). The task is: Predict the product of the given reaction. (1) Given the reactants [NH2:1][C:2]1[C:3](=[O:17])[N:4]([CH2:9][C:10]([O:12][C:13]([CH3:16])([CH3:15])[CH3:14])=[O:11])[C:5]([CH3:8])=[CH:6][CH:7]=1.CN1CCOCC1.[C:25]1([CH2:31][S:32](Cl)(=[O:34])=[O:33])[CH:30]=[CH:29][CH:28]=[CH:27][CH:26]=1, predict the reaction product. The product is: [CH2:31]([S:32]([NH:1][C:2]1[C:3](=[O:17])[N:4]([CH2:9][C:10]([O:12][C:13]([CH3:16])([CH3:15])[CH3:14])=[O:11])[C:5]([CH3:8])=[CH:6][CH:7]=1)(=[O:34])=[O:33])[C:25]1[CH:30]=[CH:29][CH:28]=[CH:27][CH:26]=1. (2) Given the reactants CC1C=CC(S(O[C:12]2[C:13]3[CH2:23][CH2:22][CH2:21][C:20]4[CH:24]=[CH:25][CH:26]=[CH:27][C:19]=4[C:14]=3[N:15]=[C:16]([NH2:18])[N:17]=2)(=O)=O)=CC=1.[NH:28]1[CH2:32][CH2:31][C@@H:30]([NH:33][C:34](=[O:40])[O:35][C:36]([CH3:39])([CH3:38])[CH3:37])[CH2:29]1.C(N(CC)CC)C, predict the reaction product. The product is: [C:36]([O:35][C:34]([NH:33][C@@H:30]1[CH2:31][CH2:32][N:28]([C:12]2[C:13]3[CH2:23][CH2:22][CH2:21][C:20]4[CH:24]=[CH:25][CH:26]=[CH:27][C:19]=4[C:14]=3[N:15]=[C:16]([NH2:18])[N:17]=2)[CH2:29]1)=[O:40])([CH3:39])([CH3:37])[CH3:38]. (3) The product is: [F:8][C:4]1[CH:5]=[CH:6][CH:7]=[C:2]([NH:15][CH:12]([CH3:14])[CH3:13])[C:3]=1[NH2:9]. Given the reactants F[C:2]1[CH:7]=[CH:6][CH:5]=[C:4]([F:8])[C:3]=1[N+:9]([O-])=O.[CH:12]([NH2:15])([CH3:14])[CH3:13], predict the reaction product. (4) Given the reactants CS[C:3]1[CH:4]=[CH:5][C:6]([CH:9]([C:17]2[NH:21][C:20]([C:22]3[N:27]=[CH:26][C:25]([CH:28]([OH:30])[CH3:29])=[CH:24][CH:23]=3)=[CH:19][CH:18]=2)[CH2:10][CH:11]2[CH2:16][CH2:15][O:14][CH2:13][CH2:12]2)=[N:7][CH:8]=1.O1CCC[CH2:32]1.O.O[O:38][S:39]([O-:41])=O.[K+], predict the reaction product. The product is: [CH3:32][S:39]([C:3]1[CH:4]=[CH:5][C:6]([CH:9]([C:17]2[NH:21][C:20]([C:22]3[N:27]=[CH:26][C:25]([CH:28]([OH:30])[CH3:29])=[CH:24][CH:23]=3)=[CH:19][CH:18]=2)[CH2:10][CH:11]2[CH2:16][CH2:15][O:14][CH2:13][CH2:12]2)=[N:7][CH:8]=1)(=[O:41])=[O:38]. (5) Given the reactants [BH4-].[Na+].[Br:3][C:4]1[CH:12]=[C:11]2[C:7]([C:8]3([CH2:18][CH2:17][C:16](=[O:19])[CH2:15][CH2:14]3)[C:9](=[O:13])[NH:10]2)=[CH:6][CH:5]=1, predict the reaction product. The product is: [Br:3][C:4]1[CH:12]=[C:11]2[C:7]([C:8]3([CH2:18][CH2:17][CH:16]([OH:19])[CH2:15][CH2:14]3)[C:9](=[O:13])[NH:10]2)=[CH:6][CH:5]=1.